This data is from Full USPTO retrosynthesis dataset with 1.9M reactions from patents (1976-2016). The task is: Predict the reactants needed to synthesize the given product. Given the product [CH:1]1([C:7]([O:9][CH3:10])=[O:8])[CH2:6][CH2:5][CH2:4][CH2:3][CH2:2]1, predict the reactants needed to synthesize it. The reactants are: [CH:1]1[CH2:6][CH2:5][CH2:4][CH2:3][CH:2]=1.[CH:7]([O:9][CH3:10])=[O:8].